This data is from Full USPTO retrosynthesis dataset with 1.9M reactions from patents (1976-2016). The task is: Predict the reactants needed to synthesize the given product. (1) Given the product [F:1][C:2]([F:17])([F:16])[C:3]1[CH:4]=[C:5]([C:6]([N:26]2[CH2:27][CH2:28][C@H:29]([C:30]3[CH:35]=[CH:34][CH:33]=[CH:32][CH:31]=3)[C@H:24]([C:18]3[CH:23]=[CH:22][CH:21]=[CH:20][CH:19]=3)[CH2:25]2)=[O:7])[CH:9]=[C:10]([C:12]([F:15])([F:14])[F:13])[CH:11]=1, predict the reactants needed to synthesize it. The reactants are: [F:1][C:2]([F:17])([F:16])[C:3]1[CH:4]=[C:5]([CH:9]=[C:10]([C:12]([F:15])([F:14])[F:13])[CH:11]=1)[C:6](Cl)=[O:7].[C:18]1([C@H:24]2[C@@H:29]([C:30]3[CH:35]=[CH:34][CH:33]=[CH:32][CH:31]=3)[CH2:28][CH2:27][NH:26][CH2:25]2)[CH:23]=[CH:22][CH:21]=[CH:20][CH:19]=1. (2) Given the product [Cl:1][C:2]1[CH:7]=[C:6]([S:8][C:9]2[CH:14]=[CH:13][CH:12]=[C:11]([C:15]([F:18])([F:17])[F:16])[CH:10]=2)[CH:5]=[CH:4][C:3]=1[CH2:19][CH2:20][CH2:21][C:22]([C:23]([O:25][CH2:26][CH3:27])=[O:24])([CH3:33])[C:28]([OH:30])=[O:29], predict the reactants needed to synthesize it. The reactants are: [Cl:1][C:2]1[CH:7]=[C:6]([S:8][C:9]2[CH:14]=[CH:13][CH:12]=[C:11]([C:15]([F:18])([F:17])[F:16])[CH:10]=2)[CH:5]=[CH:4][C:3]=1[CH2:19][CH2:20][CH2:21][C:22]([CH3:33])([C:28]([O:30]CC)=[O:29])[C:23]([O:25][CH2:26][CH3:27])=[O:24].[OH-].[K+].O.Cl. (3) The reactants are: [F:1][C:2]1[CH:3]=[C:4]([CH2:11]O)[CH:5]=[C:6]([F:10])[C:7]=1[S:8][CH3:9].CS([Cl:17])(=O)=O.Cl. Given the product [Cl:17][CH2:11][C:4]1[CH:5]=[C:6]([F:10])[C:7]([S:8][CH3:9])=[C:2]([F:1])[CH:3]=1, predict the reactants needed to synthesize it. (4) Given the product [CH3:2][CH:11]1[N:10]2[C:12]3[CH2:17][CH2:16][N:15]([C:18]([O:20][CH2:21][CH3:22])=[O:19])[CH2:14][C:13]=3[C:8]3[C:9]2=[C:27]([CH:5]=[CH:6][CH:7]=3)[N:28]([CH3:29])[C:30]1=[O:31], predict the reactants needed to synthesize it. The reactants are: O=[C:2]1[CH2:11][N:10]2[C@H:12]3[CH2:17][CH2:16][N:15]([C:18]([O:20][CH2:21][CH3:22])=[O:19])[CH2:14][C@H:13]3[C:8]3[C:9]2=C([CH:5]=[CH:6][CH:7]=3)N1.[H-].[Na+].CI.[CH3:27][N:28]([CH:30]=[O:31])[CH3:29].